From a dataset of M1 muscarinic receptor antagonist screen with 61,756 compounds. Binary Classification. Given a drug SMILES string, predict its activity (active/inactive) in a high-throughput screening assay against a specified biological target. The molecule is O=C1C2CC(CC1CCC2)C(OCC(=O)c1c(OC)ccc(OC)c1)=O. The result is 0 (inactive).